Dataset: Full USPTO retrosynthesis dataset with 1.9M reactions from patents (1976-2016). Task: Predict the reactants needed to synthesize the given product. (1) Given the product [OH:8][C:9]1[C:14](=[O:15])[N:13]=[C:12]([CH2:16][C:17]2([C:22]3[CH:27]=[CH:26][CH:25]=[CH:24][N:23]=3)[CH2:18][CH2:19][CH2:20][CH2:21]2)[N:11]2[CH2:28][CH2:29][N:30]([CH3:33])[C:31](=[O:32])[C:10]=12, predict the reactants needed to synthesize it. The reactants are: C([O:8][C:9]1[C:14](=[O:15])[N:13]=[C:12]([CH2:16][C:17]2([C:22]3[CH:27]=[CH:26][CH:25]=[CH:24][N:23]=3)[CH2:21][CH2:20][CH2:19][CH2:18]2)[N:11]2[CH2:28][CH2:29][N:30]([CH3:33])[C:31](=[O:32])[C:10]=12)C1C=CC=CC=1.[H][H].CO. (2) Given the product [N:8]1([NH:7][C:6](=[O:21])[O:5][C:1]([CH3:3])([CH3:2])[CH3:4])[CH2:9][CH2:10][NH:11][CH2:12][CH2:13]1, predict the reactants needed to synthesize it. The reactants are: [C:1]([O:5][C:6](=[O:21])[NH:7][N:8]1[CH2:13][CH2:12][N:11](CC2C=CC=CC=2)[CH2:10][CH2:9]1)([CH3:4])([CH3:3])[CH3:2].[H][H]. (3) Given the product [F:14][C:9]1[CH:8]=[C:7]([CH:2]([NH2:1])[C:23]([CH3:24])([OH:22])[CH3:15])[CH:12]=[CH:11][C:10]=1[F:13], predict the reactants needed to synthesize it. The reactants are: [NH2:1][CH:2]([C:7]1[CH:12]=[CH:11][C:10]([F:13])=[C:9]([F:14])[CH:8]=1)C(OC)=O.[CH3:15][Mg]Br.[Cl-].[NH4+].CC[O:22][CH2:23][CH3:24]. (4) The reactants are: Cl[C:2]1[CH:7]=[C:6]([C:8]2[N:13]=[C:12]([C:14]3[CH:19]=[CH:18][C:17]([Cl:20])=[C:16]([Cl:21])[CH:15]=3)[CH:11]=[C:10]([CH3:22])[N:9]=2)[CH:5]=[CH:4][N:3]=1.[C:23]([NH:27][S:28]([C:31]1[S:32][C:33](B2OC(C)(C)C(C)(C)O2)=[CH:34][CH:35]=1)(=[O:30])=[O:29])([CH3:26])([CH3:25])[CH3:24]. Given the product [C:23]([NH:27][S:28]([C:31]1[S:32][C:33]([C:2]2[CH:7]=[C:6]([C:8]3[N:13]=[C:12]([C:14]4[CH:19]=[CH:18][C:17]([Cl:20])=[C:16]([Cl:21])[CH:15]=4)[CH:11]=[C:10]([CH3:22])[N:9]=3)[CH:5]=[CH:4][N:3]=2)=[CH:34][CH:35]=1)(=[O:29])=[O:30])([CH3:26])([CH3:24])[CH3:25], predict the reactants needed to synthesize it. (5) Given the product [O:28]=[C:20]1[NH:21][C:22]2=[N:23][CH:24]=[CH:25][CH:26]=[C:27]2[C:19]21[CH2:18][C:17]1[C:30](=[CH:31][CH:32]=[C:15]([NH:14][C:2]3[N:7]=[CH:6][N:5]=[C:4]([C:8]([O:10][CH2:11][CH3:12])=[O:9])[CH:3]=3)[CH:16]=1)[CH2:29]2, predict the reactants needed to synthesize it. The reactants are: Cl[C:2]1[N:7]=[CH:6][N:5]=[C:4]([C:8]([O:10][CH2:11][CH3:12])=[O:9])[CH:3]=1.Cl.[NH2:14][C:15]1[CH:16]=[C:17]2[C:30](=[CH:31][CH:32]=1)[CH2:29][C:19]1([C:27]3[C:22](=[N:23][CH:24]=[CH:25][CH:26]=3)[NH:21][C:20]1=[O:28])[CH2:18]2. (6) Given the product [Br:1][C:2]1[S:6][C:5]([C:7]([NH:19][C:18]2[CH:20]=[CH:21][CH:22]=[CH:23][C:17]=2[F:16])=[O:9])=[CH:4][CH:3]=1, predict the reactants needed to synthesize it. The reactants are: [Br:1][C:2]1[S:6][C:5]([C:7]([OH:9])=O)=[CH:4][CH:3]=1.C(Cl)(=O)C(Cl)=O.[F:16][C:17]1[CH:23]=[CH:22][CH:21]=[CH:20][C:18]=1[NH2:19].CCN(C(C)C)C(C)C.Cl.[Cl-].[Na+].O. (7) Given the product [CH3:1][C:2]1[S:3][C:4]([C:8]2[CH:13]=[CH:12][N:11]=[C:10]([NH:14][C:15]3[CH:20]=[CH:19][CH:18]=[C:17]([NH2:21])[CH:16]=3)[N:9]=2)=[C:5]([CH3:7])[N:6]=1, predict the reactants needed to synthesize it. The reactants are: [CH3:1][C:2]1[S:3][C:4]([C:8]2[CH:13]=[CH:12][N:11]=[C:10]([NH:14][C:15]3[CH:20]=[CH:19][CH:18]=[C:17]([N+:21]([O-])=O)[CH:16]=3)[N:9]=2)=[C:5]([CH3:7])[N:6]=1.CC(O)=O. (8) Given the product [F:1][C:2]1[CH:7]=[C:6]([I:8])[CH:5]=[CH:4][C:3]=1[NH:9][C:10](=[O:12])[CH3:11], predict the reactants needed to synthesize it. The reactants are: [F:1][C:2]1[CH:7]=[C:6]([I:8])[CH:5]=[CH:4][C:3]=1[NH2:9].[C:10](OC(=O)C)(=[O:12])[CH3:11].C(O)C. (9) Given the product [C:1]([O:5][C:6]([N:8]1[CH2:9][CH2:10][CH:11]([N:14]([CH2:22][CH2:21][CH2:20][S:17]([CH3:16])(=[O:19])=[O:18])[CH3:15])[CH2:12][CH2:13]1)=[O:7])([CH3:4])([CH3:3])[CH3:2], predict the reactants needed to synthesize it. The reactants are: [C:1]([O:5][C:6]([N:8]1[CH2:13][CH2:12][CH:11]([NH:14][CH3:15])[CH2:10][CH2:9]1)=[O:7])([CH3:4])([CH3:3])[CH3:2].[CH3:16][S:17]([CH2:20][CH2:21][CH2:22]OS(C1C=CC(C)=CC=1)(=O)=O)(=[O:19])=[O:18].C(=O)([O-])[O-].[K+].[K+]. (10) Given the product [N:24]1[C:16]([C:15]2[C:10]([NH:9][C:8]3[C:3]([F:2])=[C:4]([NH:32][S:33]([C:36]4[N:37]=[CH:38][N:39]([CH3:41])[CH:40]=4)(=[O:34])=[O:35])[CH:5]=[CH:6][C:7]=3[F:31])=[N:11][CH:12]=[CH:13][CH:14]=2)=[C:17]2[C:21]([NH:20][CH:19]=[N:18]2)=[N:22][CH:23]=1, predict the reactants needed to synthesize it. The reactants are: Cl.[F:2][C:3]1[C:8]([NH:9][C:10]2[C:15]([C:16]3[N:24]=[CH:23][N:22]=[C:21]4[C:17]=3[N:18]=[CH:19][N:20]4C3CCCCO3)=[CH:14][CH:13]=[CH:12][N:11]=2)=[C:7]([F:31])[CH:6]=[CH:5][C:4]=1[NH:32][S:33]([C:36]1[N:37]=[CH:38][N:39]([CH3:41])[CH:40]=1)(=[O:35])=[O:34].